Predict the reaction yield, written as a fraction of the theoretical maximum amount of product (1.0 means a 100% yield; for example, 0.34 means a 34% yield). From a dataset of Reaction yield outcomes from USPTO patents with 853,638 reactions. (1) The reactants are [H-].[Na+].[C:3](#[N:5])[CH3:4].[C:6]1([CH2:12][C:13](OCC)=[O:14])[CH:11]=[CH:10][CH:9]=[CH:8][CH:7]=1. The yield is 0.360. The product is [O:14]=[C:13]([CH2:12][C:6]1[CH:11]=[CH:10][CH:9]=[CH:8][CH:7]=1)[CH2:4][C:3]#[N:5]. The catalyst is O1CCOCC1. (2) The reactants are [NH:1]1[CH2:9][CH2:8][CH:4]([C:5]([OH:7])=[O:6])[CH2:3][CH2:2]1.C(O)(=O)C.[C:14]([N:19]1[CH2:24][CH2:23][C:22](=O)[CH2:21][CH2:20]1)([O:16][CH2:17][CH3:18])=[O:15]. The catalyst is ClCCCl. The product is [CH2:17]([O:16][C:14]([N:19]1[CH2:24][CH2:23][CH:22]([N:1]2[CH2:9][CH2:8][CH:4]([C:5]([OH:7])=[O:6])[CH2:3][CH2:2]2)[CH2:21][CH2:20]1)=[O:15])[CH3:18]. The yield is 0.922. (3) The reactants are [Cl:1][C:2]([Cl:7])([Cl:6])[C:3](Cl)=[O:4].[NH2:8][C:9]1[CH:14]=[CH:13][C:12]([C:15](=[O:23])[C:16]2[CH:21]=[CH:20][C:19]([F:22])=[CH:18][CH:17]=2)=[CH:11][C:10]=1[C:24]([C:26]1[CH:31]=[CH:30][CH:29]=[C:28]([Cl:32])[CH:27]=1)=[O:25].C(N(CC)CC)C. The catalyst is C(Cl)Cl. The product is [Cl:1][C:2]([Cl:7])([Cl:6])[C:3]([NH:8][C:9]1[CH:14]=[CH:13][C:12]([C:15](=[O:23])[C:16]2[CH:21]=[CH:20][C:19]([F:22])=[CH:18][CH:17]=2)=[CH:11][C:10]=1[C:24](=[O:25])[C:26]1[CH:31]=[CH:30][CH:29]=[C:28]([Cl:32])[CH:27]=1)=[O:4]. The yield is 0.950.